From a dataset of Reaction yield outcomes from USPTO patents with 853,638 reactions. Predict the reaction yield, written as a fraction of the theoretical maximum amount of product (1.0 means a 100% yield; for example, 0.34 means a 34% yield). (1) The reactants are Cl.[CH3:2][O:3][C:4](=[O:17])[C@H:5]([CH2:7][C:8]1[C:16]2[C:11](=[CH:12][CH:13]=[CH:14][CH:15]=2)[NH:10][CH:9]=1)[NH2:6].C([O:25][C:26]([C@@H:28]1[CH2:33][CH2:32]OS(=O)(=O)[N:29]1[C:36]([O:38][CH2:39][CH:40]1[C:52]2[CH:51]=[CH:50][CH:49]=[CH:48][C:47]=2[C:46]2[C:41]1=[CH:42][CH:43]=[CH:44][CH:45]=2)=[O:37])=O)C1C=CC=CC=1.P(O)(O)([O-])=O.[K+]. The catalyst is C(#N)C. The product is [CH3:2][O:3][C:4](=[O:17])[C@@H:5]([N:6]1[CH2:32][CH2:33][C@H:28]([NH:29][C:36]([O:38][CH2:39][CH:40]2[C:52]3[CH:51]=[CH:50][CH:49]=[CH:48][C:47]=3[C:46]3[C:41]2=[CH:42][CH:43]=[CH:44][CH:45]=3)=[O:37])[C:26]1=[O:25])[CH2:7][C:8]1[C:16]2[C:11](=[CH:12][CH:13]=[CH:14][CH:15]=2)[NH:10][CH:9]=1. The yield is 0.540. (2) The reactants are [F:1][C:2]1[CH:7]=[CH:6][C:5]([N+:8]([O-])=O)=[C:4]([O:11][CH:12]([CH3:14])[CH3:13])[CH:3]=1.CCO.CC1C=C2N=C3C(=NC(NC3=O)=O)N(C[C@H](O)[C@H](O)[C@H](O)CO)C2=CC=1C. The catalyst is O.[Pd]. The product is [F:1][C:2]1[CH:7]=[CH:6][C:5]([NH2:8])=[C:4]([O:11][CH:12]([CH3:14])[CH3:13])[CH:3]=1. The yield is 0.980. (3) The reactants are [F:1][C:2]1[CH:10]=[CH:9][C:8]2[N:7]([CH2:11][C:12]3[CH:21]=[CH:20][C:15]([C:16]([O:18][CH3:19])=[O:17])=[CH:14][CH:13]=3)[C:6]3[CH2:22][CH2:23][N:24]([CH2:27][CH2:28]O)[C:25](=[O:26])[C:5]=3[C:4]=2[CH:3]=1.CCN(C(C)C)C(C)C.CS(Cl)(=O)=O.[NH:44]1[CH2:49][CH2:48][O:47][CH2:46][CH2:45]1. The catalyst is C(#N)C. The product is [F:1][C:2]1[CH:10]=[CH:9][C:8]2[N:7]([CH2:11][C:12]3[CH:21]=[CH:20][C:15]([C:16]([O:18][CH3:19])=[O:17])=[CH:14][CH:13]=3)[C:6]3[CH2:22][CH2:23][N:24]([CH2:27][CH2:28][N:44]4[CH2:49][CH2:48][O:47][CH2:46][CH2:45]4)[C:25](=[O:26])[C:5]=3[C:4]=2[CH:3]=1. The yield is 0.620.